The task is: Predict the product of the given reaction.. This data is from Forward reaction prediction with 1.9M reactions from USPTO patents (1976-2016). (1) Given the reactants [Cl:1][C:2]1[C:7]([OH:8])=[C:6]([F:9])[C:5]([CH3:10])=[CH:4][CH:3]=1.C1OCCOCCOCCOCCOCCOC1.CC(C)([O-])C.[K+].C1COCC1.[Br:40][C:41]1[CH:46]=[C:45]([Cl:47])[CH:44]=[C:43](F)[C:42]=1[Cl:49], predict the reaction product. The product is: [Br:40][C:41]1[C:42]([Cl:49])=[C:43]([O:8][C:7]2[C:6]([F:9])=[C:5]([CH3:10])[CH:4]=[CH:3][C:2]=2[Cl:1])[CH:44]=[C:45]([Cl:47])[CH:46]=1. (2) Given the reactants [CH:1]1([S:4][C:5]2[CH:12]=[CH:11][CH:10]=[CH:9][C:6]=2[C:7]#[N:8])[CH2:3][CH2:2]1.S(C)C.[ClH:16], predict the reaction product. The product is: [ClH:16].[CH:1]1([S:4][C:5]2[CH:12]=[CH:11][CH:10]=[CH:9][C:6]=2[CH2:7][NH2:8])[CH2:3][CH2:2]1. (3) Given the reactants [S:1]1[CH:5]=[CH:4][N:3]=[C:2]1[NH2:6].C([Mg]Cl)(C)C.[NH2:12][C:13]1[N:18]=[C:17]([NH:19][C:20]2[C:21]3[CH2:37][CH2:36][CH2:35][C:22]=3[N:23]=[C:24]([N:26]3[CH2:30][CH2:29][CH2:28][CH:27]3[C:31](OC)=[O:32])[N:25]=2)[CH:16]=[CH:15][CH:14]=1, predict the reaction product. The product is: [NH2:12][C:13]1[N:18]=[C:17]([NH:19][C:20]2[C:21]3[CH2:37][CH2:36][CH2:35][C:22]=3[N:23]=[C:24]([N:26]3[CH2:30][CH2:29][CH2:28][CH:27]3[C:31]([NH:6][C:2]3[S:1][CH:5]=[CH:4][N:3]=3)=[O:32])[N:25]=2)[CH:16]=[CH:15][CH:14]=1. (4) Given the reactants S(Cl)(Cl)=O.N1C=CC=CC=1.O[C:12]1([C:27]([F:30])([F:29])[F:28])[CH2:18][CH:17]2[N:19](C(OC(C)(C)C)=O)[CH:14]([CH2:15][CH2:16]2)[CH2:13]1, predict the reaction product. The product is: [F:30][C:27]([F:28])([F:29])[C:12]1[CH2:13][CH:14]2[NH:19][CH:17]([CH2:16][CH2:15]2)[CH:18]=1. (5) Given the reactants [CH3:1][C:2]1([C:7]2[O:11][C:10]([CH2:12][N:13]3[CH:17]=[C:16]([NH2:18])[CH:15]=[N:14]3)=[CH:9][CH:8]=2)[O:6]CCO1.[C:19]([O:23][C:24]([NH:26][CH2:27][C:28]1[O:29][C:30]([C:36]2[CH:41]=[CH:40][CH:39]=[CH:38][CH:37]=2)=[C:31]([C:33](O)=[O:34])[N:32]=1)=[O:25])([CH3:22])([CH3:21])[CH3:20], predict the reaction product. The product is: [C:19]([O:23][C:24](=[O:25])[NH:26][CH2:27][C:28]1[O:29][C:30]([C:36]2[CH:37]=[CH:38][CH:39]=[CH:40][CH:41]=2)=[C:31]([C:33](=[O:34])[NH:18][C:16]2[CH:15]=[N:14][N:13]([CH2:12][C:10]3[O:11][C:7]([C:2](=[O:6])[CH3:1])=[CH:8][CH:9]=3)[CH:17]=2)[N:32]=1)([CH3:22])([CH3:20])[CH3:21]. (6) Given the reactants [CH3:1][C:2]1[C:3]([N:9]2[CH2:14][CH2:13][N:12]([C:15]([C:17]3[CH:22]=[CH:21][C:20]([N:23]4[CH:27]([CH3:28])[C:26](=[O:29])[NH:25][C:24]4=[O:30])=[CH:19][C:18]=3[F:31])=[O:16])[CH2:11][CH2:10]2)=[N:4][CH:5]=[C:6]([CH3:8])[CH:7]=1.[CH3:32]I, predict the reaction product. The product is: [CH3:1][C:2]1[C:3]([N:9]2[CH2:10][CH2:11][N:12]([C:15]([C:17]3[CH:22]=[CH:21][C:20]([N:23]4[CH:27]([CH3:28])[C:26](=[O:29])[N:25]([CH3:32])[C:24]4=[O:30])=[CH:19][C:18]=3[F:31])=[O:16])[CH2:13][CH2:14]2)=[N:4][CH:5]=[C:6]([CH3:8])[CH:7]=1. (7) Given the reactants [CH2:1]([S:4](Cl)(=[O:6])=[O:5])[CH2:2][CH3:3].[N:8]1([C:14]2([CH2:18][NH:19][C:20](=[O:26])[O:21][C:22]([CH3:25])([CH3:24])[CH3:23])[CH2:17][NH:16][CH2:15]2)[CH2:13][CH2:12][O:11][CH2:10][CH2:9]1.C(N(CC)CC)C.CN(C)CCN, predict the reaction product. The product is: [N:8]1([C:14]2([CH2:18][NH:19][C:20](=[O:26])[O:21][C:22]([CH3:24])([CH3:23])[CH3:25])[CH2:17][N:16]([S:4]([CH2:1][CH2:2][CH3:3])(=[O:6])=[O:5])[CH2:15]2)[CH2:9][CH2:10][O:11][CH2:12][CH2:13]1. (8) The product is: [CH2:5]([O:7][C:8](=[O:40])[C:9]1[C:14]([NH:15][C:1](=[O:3])[CH3:2])=[CH:13][CH:12]=[C:11]([C:16]2[CH2:20][CH2:19][CH2:18][C:17]=2[C:21]2[CH:26]=[C:25]([C:27]([F:30])([F:29])[F:28])[CH:24]=[CH:23][C:22]=2[O:31][CH2:32][C:33]2[CH:34]=[CH:35][C:36]([F:39])=[CH:37][CH:38]=2)[CH:10]=1)[CH3:6]. Given the reactants [C:1](Cl)(=[O:3])[CH3:2].[CH2:5]([O:7][C:8](=[O:40])[C:9]1[C:14]([NH2:15])=[CH:13][CH:12]=[C:11]([C:16]2[CH2:20][CH2:19][CH2:18][C:17]=2[C:21]2[CH:26]=[C:25]([C:27]([F:30])([F:29])[F:28])[CH:24]=[CH:23][C:22]=2[O:31][CH2:32][C:33]2[CH:38]=[CH:37][C:36]([F:39])=[CH:35][CH:34]=2)[CH:10]=1)[CH3:6], predict the reaction product.